From a dataset of Full USPTO retrosynthesis dataset with 1.9M reactions from patents (1976-2016). Predict the reactants needed to synthesize the given product. (1) Given the product [F:1][C:2]1[CH:36]=[CH:35][C:5]([CH2:6][O:7][C:8]2[CH:13]=[CH:12][N:11]([CH2:14][CH2:15][C:16]3[CH:21]=[CH:20][C:19]([CH:22]4[CH2:26][CH2:25][CH2:24][N:23]4[CH:38]([CH3:40])[CH3:37])=[CH:18][CH:17]=3)[C:10](=[O:34])[CH:9]=2)=[CH:4][CH:3]=1, predict the reactants needed to synthesize it. The reactants are: [F:1][C:2]1[CH:36]=[CH:35][C:5]([CH2:6][O:7][C:8]2[CH:13]=[CH:12][N:11]([CH2:14][CH2:15][C:16]3[CH:21]=[CH:20][C:19]([CH:22]4[CH2:26][CH2:25][CH2:24][N:23]4C(OC(C)(C)C)=O)=[CH:18][CH:17]=3)[C:10](=[O:34])[CH:9]=2)=[CH:4][CH:3]=1.[CH3:37][C:38]([CH3:40])=O. (2) Given the product [Br:13][C:10]1[CH:11]=[CH:12][C:7]([N:1]2[CH:5]=[N:4][CH:3]=[N:2]2)=[N:8][CH:9]=1, predict the reactants needed to synthesize it. The reactants are: [NH:1]1[CH:5]=[N:4][CH:3]=[N:2]1.Br[C:7]1[CH:12]=[CH:11][C:10]([Br:13])=[CH:9][N:8]=1.C([O-])([O-])=O.[K+].[K+].O. (3) The reactants are: [Cl:1][C:2]1[CH:3]=[CH:4][C:5]([N:20]2[CH:24]=[CH:23][N:22]=[C:21]2[CH:25]([OH:32])[CH2:26][CH:27]2[O:31][CH2:30][CH2:29][O:28]2)=[C:6]([C:8]([C:10]2[CH:15]=[CH:14][CH:13]=[C:12]([O:16][CH3:17])[C:11]=2[O:18][CH3:19])=O)[CH:7]=1.[BH4-].[Na+].[Cl-].[NH4+].[Cl-].CS([O-])(=O)=O.[OH-].[Na+]. Given the product [Cl:1][C:2]1[CH:3]=[CH:4][C:5]2[N:20]3[CH:24]=[CH:23][N:22]=[C:21]3[C@@H:25]([CH2:26][CH:27]3[O:31][CH2:30][CH2:29][O:28]3)[O:32][C@H:8]([C:10]3[CH:15]=[CH:14][CH:13]=[C:12]([O:16][CH3:17])[C:11]=3[O:18][CH3:19])[C:6]=2[CH:7]=1, predict the reactants needed to synthesize it. (4) Given the product [C:26]([O:25][C@@H:19]([C:8]1[C:7]([CH3:30])=[CH:6][C:5]2[C:10](=[CH:11][C:2]([C:40]#[C:39][C:37]([OH:41])([C:34]3[CH:35]=[CH:36][N:31]=[CH:32][CH:33]=3)[CH3:38])=[CH:3][CH:4]=2)[C:9]=1[C:12]1[CH:17]=[CH:16][C:15]([Cl:18])=[CH:14][CH:13]=1)[C:20]([OH:22])=[O:21])([CH3:29])([CH3:27])[CH3:28], predict the reactants needed to synthesize it. The reactants are: Br[C:2]1[CH:11]=[C:10]2[C:5]([CH:6]=[C:7]([CH3:30])[C:8]([CH:19]([O:25][C:26]([CH3:29])([CH3:28])[CH3:27])[C:20]([O:22]CC)=[O:21])=[C:9]2[C:12]2[CH:17]=[CH:16][C:15]([Cl:18])=[CH:14][CH:13]=2)=[CH:4][CH:3]=1.[N:31]1[CH:36]=[CH:35][C:34]([C:37]([OH:41])([C:39]#[CH:40])[CH3:38])=[CH:33][CH:32]=1. (5) Given the product [CH3:20][N:18]1[CH:19]=[C:15]([N:14]2[C:5]3[C:4]4[CH:3]=[C:2]([C:30]5[CH:31]=[N:32][C:27]([O:26][CH2:24][CH3:25])=[CH:28][CH:29]=5)[CH:11]=[CH:10][C:9]=4[N:8]=[CH:7][C:6]=3[N:12]([CH3:23])[C:13]2=[O:22])[C:16]([CH3:21])=[N:17]1, predict the reactants needed to synthesize it. The reactants are: Br[C:2]1[CH:11]=[CH:10][C:9]2[N:8]=[CH:7][C:6]3[N:12]([CH3:23])[C:13](=[O:22])[N:14]([C:15]4[C:16]([CH3:21])=[N:17][N:18]([CH3:20])[CH:19]=4)[C:5]=3[C:4]=2[CH:3]=1.[CH2:24]([O:26][C:27]1[N:32]=[CH:31][C:30](B(O)O)=[CH:29][CH:28]=1)[CH3:25]. (6) Given the product [C:11]([O:10][C:8]([N:4]1[CH2:5][CH2:6][CH2:7][CH:2]([NH:1][C:17](=[O:18])[C:16]([F:22])([F:21])[F:15])[CH2:3]1)=[O:9])([CH3:14])([CH3:13])[CH3:12], predict the reactants needed to synthesize it. The reactants are: [NH2:1][CH:2]1[CH2:7][CH2:6][CH2:5][N:4]([C:8]([O:10][C:11]([CH3:14])([CH3:13])[CH3:12])=[O:9])[CH2:3]1.[F:15][C:16]([F:22])([F:21])[C:17](OC)=[O:18].C(Cl)Cl.CO.N. (7) Given the product [O:16]=[C:15]1[NH:14][C:12](=[O:13])[CH2:11][N:1]1[C:2]1[CH:3]=[C:4]([CH:7]=[CH:8][CH:9]=1)[C:5]#[N:6], predict the reactants needed to synthesize it. The reactants are: [NH2:1][C:2]1[CH:3]=[C:4]([CH:7]=[CH:8][CH:9]=1)[C:5]#[N:6].Cl[CH2:11][C:12]([N:14]=[C:15]=[O:16])=[O:13].C1CCN2C(=NCCC2)CC1. (8) Given the product [CH3:1][O:2][C:3](=[O:10])[CH2:4][CH2:5][C:6]([CH3:9])([CH3:8])[CH3:7], predict the reactants needed to synthesize it. The reactants are: [CH3:1][O:2][C:3](=[O:10])[CH:4]=[CH:5][C:6]([CH3:9])([CH3:8])[CH3:7]. (9) Given the product [CH3:22][C:23]1[CH:28]=[CH:27][C:26]([S:29]([O:21][C:12]2[NH:13][C:14]3[C:19]([C:11]=2[C:5]2[N:4]=[C:3]([O:2][CH3:1])[N:8]=[C:7]([O:9][CH3:10])[N:6]=2)=[CH:18][CH:17]=[CH:16][C:15]=3[F:20])(=[O:31])=[O:30])=[CH:25][CH:24]=1, predict the reactants needed to synthesize it. The reactants are: [CH3:1][O:2][C:3]1[N:8]=[C:7]([O:9][CH3:10])[N:6]=[C:5]([CH:11]2[C:19]3[C:14](=[C:15]([F:20])[CH:16]=[CH:17][CH:18]=3)[NH:13][C:12]2=[O:21])[N:4]=1.[CH3:22][C:23]1[CH:28]=[CH:27][C:26]([S:29](Cl)(=[O:31])=[O:30])=[CH:25][CH:24]=1.C(=O)([O-])[O-].[Na+].[Na+].CC(C)=O. (10) Given the product [C:29]([OH:36])(=[O:35])/[CH:30]=[CH:31]/[C:32]([OH:34])=[O:33].[CH2:1]([O:3][C:4]1[CH:17]=[C:16]2[C:7]([C:8]([C:19]3[CH:24]=[N:23][C:22]([O:25][CH3:26])=[N:21][CH:20]=3)=[N:9][C@H:10]3[C@@H:15]2[CH2:14][C@H:13]([OH:18])[CH2:12][CH2:11]3)=[CH:6][C:5]=1[O:27][CH3:28])[CH3:2], predict the reactants needed to synthesize it. The reactants are: [CH2:1]([O:3][C:4]1[CH:17]=[C:16]2[C:7]([C:8]([C:19]3[CH:20]=[N:21][C:22]([O:25][CH3:26])=[N:23][CH:24]=3)=[N:9][C@H:10]3[C@@H:15]2[CH2:14][C@H:13]([OH:18])[CH2:12][CH2:11]3)=[CH:6][C:5]=1[O:27][CH3:28])[CH3:2].[C:29]([OH:36])(=[O:35])/[CH:30]=[CH:31]/[C:32]([OH:34])=[O:33].